From a dataset of Reaction yield outcomes from USPTO patents with 853,638 reactions. Predict the reaction yield, written as a fraction of the theoretical maximum amount of product (1.0 means a 100% yield; for example, 0.34 means a 34% yield). (1) The reactants are [CH:1]1([C:6]2[NH:7][C:8](=O)[C:9]3[CH2:14][CH2:13][CH2:12][C:10]=3[N:11]=2)[CH2:5][CH2:4][CH2:3][CH2:2]1.O=P(Cl)(Cl)[Cl:18]. No catalyst specified. The product is [Cl:18][C:8]1[C:9]2[CH2:14][CH2:13][CH2:12][C:10]=2[N:11]=[C:6]([CH:1]2[CH2:5][CH2:4][CH2:3][CH2:2]2)[N:7]=1. The yield is 0.0300. (2) The reactants are [CH3:1][O:2][CH2:3][CH2:4][N:5]1[C:10]2=[N:11][C:12]([Sn](C)(C)C)=[CH:13][N:14]=[C:9]2[NH:8][CH2:7][C:6]1=[O:19].Br[C:21]1[C:22]([CH3:38])=[N:23][C:24]([C:27]2[N:31]=[CH:30][N:29](C3CCCCO3)[N:28]=2)=[CH:25][CH:26]=1.C1(C)C=CC=CC=1P(C1C=CC=CC=1C)C1C=CC=CC=1C.C(N(CC)CC)C. The catalyst is CN(C)C=O. The product is [CH3:1][O:2][CH2:3][CH2:4][N:5]1[C:10]2=[N:11][C:12]([C:21]3[C:22]([CH3:38])=[N:23][C:24]([C:27]4[NH:31][CH:30]=[N:29][N:28]=4)=[CH:25][CH:26]=3)=[CH:13][N:14]=[C:9]2[NH:8][CH2:7][C:6]1=[O:19]. The yield is 0.100. (3) The reactants are N1C=CC=CC=1.Cl.[CH3:8][NH:9][O:10][CH3:11].[C:12](Cl)(=[O:16])[CH2:13][CH2:14][CH3:15]. The catalyst is C(Cl)Cl.O. The product is [CH3:11][O:10][N:9]([CH3:8])[C:12](=[O:16])[CH2:13][CH2:14][CH3:15]. The yield is 0.890. (4) The reactants are [C:1]1([CH:7]2[CH2:11][CH2:10][CH2:9][C:8]2=[O:12])[CH:6]=[CH:5][CH:4]=[CH:3][CH:2]=1.[C:13](Cl)([N:15]=[C:16]=[O:17])=[O:14]. The catalyst is C(OCC)(=O)C.C(=O)(O)[O-].[Na+]. The product is [C:1]1([CH:7]2[C:8]3[O:12][C:16](=[O:17])[NH:15][C:13](=[O:14])[C:9]=3[CH2:10][CH2:11]2)[CH:6]=[CH:5][CH:4]=[CH:3][CH:2]=1. The yield is 0.130.